From a dataset of NCI-60 drug combinations with 297,098 pairs across 59 cell lines. Regression. Given two drug SMILES strings and cell line genomic features, predict the synergy score measuring deviation from expected non-interaction effect. (1) Drug 1: CC1=C(C(=O)C2=C(C1=O)N3CC4C(C3(C2COC(=O)N)OC)N4)N. Drug 2: C1C(C(OC1N2C=NC(=NC2=O)N)CO)O. Cell line: MDA-MB-435. Synergy scores: CSS=13.4, Synergy_ZIP=6.00, Synergy_Bliss=5.81, Synergy_Loewe=0.632, Synergy_HSA=-0.815. (2) Drug 1: CC1=C2C(C(=O)C3(C(CC4C(C3C(C(C2(C)C)(CC1OC(=O)C(C(C5=CC=CC=C5)NC(=O)C6=CC=CC=C6)O)O)OC(=O)C7=CC=CC=C7)(CO4)OC(=O)C)O)C)OC(=O)C. Drug 2: CC1C(C(CC(O1)OC2CC(OC(C2O)C)OC3=CC4=CC5=C(C(=O)C(C(C5)C(C(=O)C(C(C)O)O)OC)OC6CC(C(C(O6)C)O)OC7CC(C(C(O7)C)O)OC8CC(C(C(O8)C)O)(C)O)C(=C4C(=C3C)O)O)O)O. Cell line: HOP-62. Synergy scores: CSS=47.1, Synergy_ZIP=4.14, Synergy_Bliss=7.53, Synergy_Loewe=-4.45, Synergy_HSA=5.39. (3) Drug 1: CCC1=C2CN3C(=CC4=C(C3=O)COC(=O)C4(CC)O)C2=NC5=C1C=C(C=C5)O. Drug 2: CC(C)CN1C=NC2=C1C3=CC=CC=C3N=C2N. Cell line: NCI/ADR-RES. Synergy scores: CSS=37.8, Synergy_ZIP=-6.10, Synergy_Bliss=2.26, Synergy_Loewe=-33.3, Synergy_HSA=0.447. (4) Drug 1: C(=O)(N)NO. Drug 2: CC1=C(C(=O)C2=C(C1=O)N3CC4C(C3(C2COC(=O)N)OC)N4)N. Cell line: UO-31. Synergy scores: CSS=22.5, Synergy_ZIP=-6.38, Synergy_Bliss=-0.669, Synergy_Loewe=-11.0, Synergy_HSA=2.58. (5) Drug 1: C1=CN(C(=O)N=C1N)C2C(C(C(O2)CO)O)O.Cl. Drug 2: CC12CCC3C(C1CCC2O)C(CC4=C3C=CC(=C4)O)CCCCCCCCCS(=O)CCCC(C(F)(F)F)(F)F. Cell line: MDA-MB-231. Synergy scores: CSS=8.26, Synergy_ZIP=-4.29, Synergy_Bliss=2.37, Synergy_Loewe=-9.69, Synergy_HSA=-0.598.